Dataset: Full USPTO retrosynthesis dataset with 1.9M reactions from patents (1976-2016). Task: Predict the reactants needed to synthesize the given product. (1) Given the product [CH3:2][CH2:1][N:3]([C:47]([C:38]1[C:39](=[O:46])[N:40]([CH3:45])[C:41]2[CH:42]=[CH:43][CH:44]=[C:35]([Cl:34])[C:36]=2[C:37]=1[OH:50])=[O:48])[C:4]1[CH:9]=[CH:8][CH:7]=[CH:6][CH:5]=1, predict the reactants needed to synthesize it. The reactants are: [CH2:1]([NH:3][C:4]1[CH:9]=[CH:8][CH:7]=[CH:6][CH:5]=1)[CH3:2].C(Cl)Cl.ClP(Cl)(C1C=CC=CC=1)(C1C=CC=CC=1)C1C=CC=CC=1.[Cl:34][C:35]1[CH:44]=[CH:43][CH:42]=[C:41]2[C:36]=1[C:37]([OH:50])=[C:38]([C:47](O)=[O:48])[C:39](=[O:46])[N:40]2[CH3:45]. (2) The reactants are: CC1C(N=C=O)=CC(N=C=O)=CC=1.C(OCCO)(=O)C(C)=C.[C:23]([C:27]1[CH:32]=[C:31](C)[CH:30]=[C:29](C(C)(C)C)[C:28]=1O)(C)([CH3:25])[CH3:24].C([O-])(=O)CCCCCCCCCCC.C([O-])(=O)CCCCCCCCCCC.C([Sn+2]CCCC)CCC.[N-]=C=O. Given the product [CH3:25][C:23]([C:27]1[CH:32]=[CH:31][CH:30]=[CH:29][CH:28]=1)=[CH2:24], predict the reactants needed to synthesize it. (3) Given the product [CH2:10]([NH:12][C:13](=[O:14])[O:43][C@H:40]1[CH2:39][CH2:38][C@H:37]([C:24]2[CH:25]=[CH:26][C:27]([O:29][Si:30]([C:33]([CH3:34])([CH3:35])[CH3:36])([CH3:32])[CH3:31])=[CH:28][C:23]=2[O:22][Si:15]([C:18]([CH3:19])([CH3:20])[CH3:21])([CH3:17])[CH3:16])[CH2:42][CH2:41]1)[CH3:11], predict the reactants needed to synthesize it. The reactants are: C(N(CC)C(C)C)(C)C.[CH2:10]([N:12]=[C:13]=[O:14])[CH3:11].[Si:15]([O:22][C:23]1[CH:28]=[C:27]([O:29][Si:30]([C:33]([CH3:36])([CH3:35])[CH3:34])([CH3:32])[CH3:31])[CH:26]=[CH:25][C:24]=1[C@H:37]1[CH2:42][CH2:41][C@H:40]([OH:43])[CH2:39][CH2:38]1)([C:18]([CH3:21])([CH3:20])[CH3:19])([CH3:17])[CH3:16]. (4) The reactants are: [C:1]([Mg]Cl)([CH3:4])([CH3:3])[CH3:2].[Br:7][C:8]1[CH:15]=[CH:14][C:11]([CH:12]=[O:13])=[CH:10][CH:9]=1.[Cl-].[NH4+]. Given the product [Br:7][C:8]1[CH:15]=[CH:14][C:11]([CH:12]([OH:13])[C:1]([CH3:4])([CH3:3])[CH3:2])=[CH:10][CH:9]=1, predict the reactants needed to synthesize it. (5) Given the product [C:3]1([C:9]2[C:17]3[C:12](=[CH:13][C:14]([C:18]([F:20])([F:21])[F:19])=[CH:15][CH:16]=3)[N:11]([CH2:23][C:24]3[S:25][CH:26]=[C:27]([C:29]([O:31][CH2:32][CH3:33])=[O:30])[N:28]=3)[N:10]=2)[CH:4]=[CH:5][CH:6]=[CH:7][CH:8]=1, predict the reactants needed to synthesize it. The reactants are: [H-].[Na+].[C:3]1([C:9]2[C:17]3[C:12](=[CH:13][C:14]([C:18]([F:21])([F:20])[F:19])=[CH:15][CH:16]=3)[NH:11][N:10]=2)[CH:8]=[CH:7][CH:6]=[CH:5][CH:4]=1.Br[CH2:23][C:24]1[S:25][CH:26]=[C:27]([C:29]([O:31][CH2:32][CH3:33])=[O:30])[N:28]=1.O. (6) Given the product [CH2:15]([O:17][C:18](=[O:40])[CH2:19][CH2:20][C:21]1[CH:26]=[CH:25][C:24]([O:27][C:28]2[CH:29]=[C:30]([CH:35]([NH:37][C:4](=[O:6])[C:3]3[CH:7]=[CH:8][C:9]([C:11]([F:14])([F:13])[F:12])=[CH:10][C:2]=3[CH3:1])[CH3:36])[CH:31]=[C:32]([F:34])[CH:33]=2)=[CH:23][C:22]=1[CH2:38][CH3:39])[CH3:16], predict the reactants needed to synthesize it. The reactants are: [CH3:1][C:2]1[CH:10]=[C:9]([C:11]([F:14])([F:13])[F:12])[CH:8]=[CH:7][C:3]=1[C:4]([OH:6])=O.[CH2:15]([O:17][C:18](=[O:40])[CH2:19][CH2:20][C:21]1[CH:26]=[CH:25][C:24]([O:27][C:28]2[CH:33]=[C:32]([F:34])[CH:31]=[C:30]([CH:35]([NH2:37])[CH3:36])[CH:29]=2)=[CH:23][C:22]=1[CH2:38][CH3:39])[CH3:16].Cl.CN(C)CCCN=C=NCC.O.ON1C2C=CC=CC=2N=N1.C(N(CC)C(C)C)(C)C. (7) Given the product [N:34]([C@@H:15]([CH3:16])[CH2:14][C:1]1[C:9]2[C:8]3[CH:10]=[CH:11][CH2:12][O:13][C:7]=3[CH:6]=[CH:5][C:4]=2[NH:3][N:2]=1)=[N+:35]=[N-:36], predict the reactants needed to synthesize it. The reactants are: [C:1]1([CH2:14][C@H:15](O)[CH3:16])[C:9]2[C:8]3[CH:10]=[CH:11][CH2:12][O:13][C:7]=3[CH:6]=[CH:5][C:4]=2[NH:3][N:2]=1.C(N(CC)CC)C.CS(OS(C)(=O)=O)(=O)=O.[N-:34]=[N+:35]=[N-:36].[Na+]. (8) Given the product [O:17]=[C:15]1[CH:9]([NH:8][C:6]([O:5][C:1]([CH3:4])([CH3:3])[CH3:2])=[O:7])[CH2:10][CH2:11][C:12](=[O:14])[NH:13]1, predict the reactants needed to synthesize it. The reactants are: [C:1]([O:5][C:6]([NH:8][C@H:9]([C:15]([OH:17])=O)[CH2:10][CH2:11][C:12](=[O:14])[NH2:13])=[O:7])([CH3:4])([CH3:3])[CH3:2].C(C1NC=CN=1)(C1NC=CN=1)=O. (9) Given the product [CH2:1]([O:3][C:4](=[O:17])[CH2:5][N:6]1[C:14]([NH2:33])=[N:13][C:12]2[C:7]1=[N:8][C:9]([C:22]([O:49][CH2:39][C:40]1[CH:48]=[CH:47][C:46]3[O:45][CH2:44][O:43][C:42]=3[CH:41]=1)=[O:28])=[N:10][C:11]=2[I:15])[CH3:2], predict the reactants needed to synthesize it. The reactants are: [CH2:1]([O:3][C:4](=[O:17])[CH2:5][N:6]1[CH:14]=[N:13][C:12]2[C:7]1=[N:8][C:9](N)=[N:10][C:11]=2[I:15])[CH3:2].ClC(Cl)(O[C:22](=[O:28])OC(Cl)(Cl)Cl)Cl.C([N:33](CC)C(C)C)(C)C.[CH2:39]([OH:49])[C:40]1[CH:48]=[CH:47][C:46]2[O:45][CH2:44][O:43][C:42]=2[CH:41]=1. (10) Given the product [F:34][C:35]([F:48])([F:47])[S:36]([O:1][C:2]1[CH:7]=[CH:6][C:5]([C:8]2[N:13]=[CH:12][N:11]=[C:10]([NH:14][C@H:15]([C:23]([O:25][CH3:26])=[O:24])[CH2:16][C:17]3[CH:22]=[CH:21][CH:20]=[CH:19][CH:18]=3)[CH:9]=2)=[CH:4][CH:3]=1)(=[O:38])=[O:37], predict the reactants needed to synthesize it. The reactants are: [OH:1][C:2]1[CH:7]=[CH:6][C:5]([C:8]2[N:13]=[CH:12][N:11]=[C:10]([NH:14][C@H:15]([C:23]([O:25][CH3:26])=[O:24])[CH2:16][C:17]3[CH:22]=[CH:21][CH:20]=[CH:19][CH:18]=3)[CH:9]=2)=[CH:4][CH:3]=1.C(N(CC)CC)C.[F:34][C:35]([F:48])([F:47])[S:36](O[S:36]([C:35]([F:48])([F:47])[F:34])(=[O:38])=[O:37])(=[O:38])=[O:37].